From a dataset of TCR-epitope binding with 47,182 pairs between 192 epitopes and 23,139 TCRs. Binary Classification. Given a T-cell receptor sequence (or CDR3 region) and an epitope sequence, predict whether binding occurs between them. (1) The epitope is EPLPQGQLTAY. The TCR CDR3 sequence is CASSSLNTGELFF. Result: 0 (the TCR does not bind to the epitope). (2) The epitope is VLWAHGFEL. The TCR CDR3 sequence is CASSLPGTDYNSPLHF. Result: 0 (the TCR does not bind to the epitope). (3) The epitope is FTISVTTEIL. The TCR CDR3 sequence is CSVEDLLRNWRNIQYF. Result: 0 (the TCR does not bind to the epitope).